This data is from Reaction yield outcomes from USPTO patents with 853,638 reactions. The task is: Predict the reaction yield, written as a fraction of the theoretical maximum amount of product (1.0 means a 100% yield; for example, 0.34 means a 34% yield). (1) The reactants are [CH3:1][CH:2]1[CH:10]2[CH:6]([N:7]([C:12]([O:14][C:15]([CH3:18])([CH3:17])[CH3:16])=[O:13])C(=O)[O:9]2)[CH:5]=[C:4]([C:19]2[CH:24]=[CH:23][N:22]=[CH:21][C:20]=2[N+:25]([O-:27])=[O:26])[CH2:3]1.[Li+].[OH-]. The catalyst is O1CCCC1.CCOC(C)=O. The product is [OH:9][C@@H:10]1[C@H:6]([NH:7][C:12](=[O:13])[O:14][C:15]([CH3:16])([CH3:17])[CH3:18])[CH:5]=[C:4]([C:19]2[CH:24]=[CH:23][N:22]=[CH:21][C:20]=2[N+:25]([O-:27])=[O:26])[CH2:3][C@@H:2]1[CH3:1]. The yield is 0.840. (2) The reactants are [CH2:1]([N:4]1[CH2:9][CH2:8][N:7]([C:10]2[CH:15]=[CH:14][CH:13]=[CH:12][N:11]=2)[CH2:6][CH2:5]1)[C:2]#[CH:3].Br[C:17]1[C:18]([NH:25][CH2:26][C:27]([CH3:30])([CH3:29])[CH3:28])=[N:19][C:20]([C:23]#[N:24])=[N:21][CH:22]=1.C(N(CC)CC)C. The catalyst is CN(C=O)C.O.[Cu]I.Cl[Pd](Cl)([P](C1C=CC=CC=1)(C1C=CC=CC=1)C1C=CC=CC=1)[P](C1C=CC=CC=1)(C1C=CC=CC=1)C1C=CC=CC=1. The product is [CH3:28][C:27]([CH3:30])([CH3:29])[CH2:26][NH:25][C:18]1[C:17]([C:3]#[C:2][CH2:1][N:4]2[CH2:9][CH2:8][N:7]([C:10]3[CH:15]=[CH:14][CH:13]=[CH:12][N:11]=3)[CH2:6][CH2:5]2)=[CH:22][N:21]=[C:20]([C:23]#[N:24])[N:19]=1. The yield is 0.970. (3) The reactants are [C:1]([O:5][C@@H:6]([C:11]1[C:12]([CH3:28])=[N:13][C:14]2[N:15]([N:18]=[C:19]([C:21]3[CH:26]=[CH:25][CH:24]=[C:23]([Cl:27])[CH:22]=3)[CH:20]=2)[C:16]=1Cl)[C:7]([O:9][CH3:10])=[O:8])([CH3:4])([CH3:3])[CH3:2].[F:29][C:30]1[CH:31]=[C:32](B2OC(C)(C)C(C)(C)O2)[C:33]([CH3:40])=[C:34]2[C:39]=1[O:38][CH2:37][CH2:36][CH2:35]2.C([O-])([O-])=O.[K+].[K+]. The catalyst is C1C=CC([P]([Pd]([P](C2C=CC=CC=2)(C2C=CC=CC=2)C2C=CC=CC=2)([P](C2C=CC=CC=2)(C2C=CC=CC=2)C2C=CC=CC=2)[P](C2C=CC=CC=2)(C2C=CC=CC=2)C2C=CC=CC=2)(C2C=CC=CC=2)C2C=CC=CC=2)=CC=1.CN(C=O)C. The product is [C:1]([O:5][C@@H:6]([C:11]1[C:12]([CH3:28])=[N:13][C:14]2[N:15]([N:18]=[C:19]([C:21]3[CH:26]=[CH:25][CH:24]=[C:23]([Cl:27])[CH:22]=3)[CH:20]=2)[C:16]=1[C:32]1[C:33]([CH3:40])=[C:34]2[C:39](=[C:30]([F:29])[CH:31]=1)[O:38][CH2:37][CH2:36][CH2:35]2)[C:7]([O:9][CH3:10])=[O:8])([CH3:3])([CH3:4])[CH3:2]. The yield is 0.372. (4) The reactants are [CH3:1][O:2][C:3](=[O:17])[C@@H:4]([NH2:16])[CH:5]([CH2:11][C:12]([F:15])([F:14])[F:13])[CH2:6][C:7]([F:10])([F:9])[F:8].N1C=CC=CC=1.[Cl:24][C:25]1[CH:30]=[CH:29][C:28]([S:31](Cl)(=[O:33])=[O:32])=[CH:27][CH:26]=1.Cl. The catalyst is C(Cl)Cl. The product is [CH3:1][O:2][C:3](=[O:17])[C@@H:4]([NH:16][S:31]([C:28]1[CH:29]=[CH:30][C:25]([Cl:24])=[CH:26][CH:27]=1)(=[O:33])=[O:32])[CH:5]([CH2:6][C:7]([F:9])([F:10])[F:8])[CH2:11][C:12]([F:15])([F:14])[F:13]. The yield is 0.840. (5) The reactants are [CH3:1][C:2]1(C(N)=O)[C:11]2[C:6](=[CH:7][CH:8]=[CH:9][CH:10]=2)[CH2:5][CH2:4][CH2:3]1.FC(F)(F)C(OI(C1C=CC=CC=1)OC(=O)C(F)(F)F)=O.C(=O)(O)[O-].[Na+].C(#[N:43])C. The catalyst is O. The product is [CH3:1][C:2]1([NH2:43])[C:11]2[C:6](=[CH:7][CH:8]=[CH:9][CH:10]=2)[CH2:5][CH2:4][CH2:3]1. The yield is 0.620. (6) The reactants are CO[C:3](=[O:15])[NH:4][S:5]([C:8]1[CH:13]=[CH:12][C:11]([Cl:14])=[CH:10][CH:9]=1)(=[O:7])=[O:6].N1C=CC=CC=1.[Cl:22][C:23]1[CH:28]=[CH:27][C:26]([C:29]2[CH:33]([C:34]3[CH:39]=[CH:38][CH:37]=[CH:36][CH:35]=3)[CH2:32][NH:31][N:30]=2)=[CH:25][CH:24]=1. The catalyst is O1CCOCC1. The product is [Cl:22][C:23]1[CH:24]=[CH:25][C:26]([C:29]2[CH:33]([C:34]3[CH:35]=[CH:36][CH:37]=[CH:38][CH:39]=3)[CH2:32][N:31]([C:3]([NH:4][S:5]([C:8]3[CH:9]=[CH:10][C:11]([Cl:14])=[CH:12][CH:13]=3)(=[O:6])=[O:7])=[O:15])[N:30]=2)=[CH:27][CH:28]=1. The yield is 0.760. (7) The reactants are BrC1C=CC(S(O[CH2:12][C@@H:13]2[O:27][C:17]3=[C:18]4[C:23](=[CH:24][CH:25]=[C:16]3[O:15][CH2:14]2)[N:22]=[C:21]([CH3:26])[CH:20]=[CH:19]4)(=O)=O)=CC=1.Cl.[Cl:29][C:30]1[CH:31]=[C:32]([N:36]2[CH2:41][CH2:40][NH:39][CH2:38][CH2:37]2)[CH:33]=[CH:34][CH:35]=1.C(N(C(C)C)CC)(C)C. The catalyst is CS(C)=O.C(=O)(O)[O-].[Na+]. The product is [Cl:29][C:30]1[CH:31]=[C:32]([N:36]2[CH2:41][CH2:40][N:39]([CH2:12][C@@H:13]3[O:27][C:17]4=[C:18]5[C:23](=[CH:24][CH:25]=[C:16]4[O:15][CH2:14]3)[N:22]=[C:21]([CH3:26])[CH:20]=[CH:19]5)[CH2:38][CH2:37]2)[CH:33]=[CH:34][CH:35]=1. The yield is 0.680. (8) The reactants are [O:1]1[CH2:5][CH2:4][CH2:3][CH2:2]1.[Br:6][C:7]1[S:8][C:9](Br)=[CH:10][CH:11]=1.[CH2:13]([Li])[CH2:14][CH2:15][CH3:16]. The catalyst is O. The product is [Br:6][C:7]1[S:8][C:9]([CH:5]([C:4]2[CH:13]=[CH:14][C:15]([CH3:16])=[CH:2][CH:3]=2)[OH:1])=[CH:10][CH:11]=1. The yield is 0.775. (9) The reactants are [C:1]([O:5][C:6](=[O:15])[CH2:7]/[N:8]=[CH:9]/[CH2:10][C:11]([CH3:14])([CH3:13])[CH3:12])([CH3:4])([CH3:3])[CH3:2].[Cl:16][C:17]1[CH:22]=[CH:21][C:20](/[C:23](=[CH:26]/[C:27]2[CH:32]=[C:31]([Cl:33])[CH:30]=[CH:29][C:28]=2[O:34][CH3:35])/[C:24]#[N:25])=[C:19]([F:36])[CH:18]=1.C(N(CC)CC)C. The catalyst is ClCCl. The product is [C:1]([O:5][C:6]([CH:7]1[CH:26]([C:27]2[CH:32]=[C:31]([Cl:33])[CH:30]=[CH:29][C:28]=2[O:34][CH3:35])[C:23]([C:20]2[CH:21]=[CH:22][C:17]([Cl:16])=[CH:18][C:19]=2[F:36])([C:24]#[N:25])[CH:9]([CH2:10][C:11]([CH3:14])([CH3:13])[CH3:12])[NH:8]1)=[O:15])([CH3:4])([CH3:3])[CH3:2]. The yield is 0.140. (10) The reactants are [N+:1]([CH2:3][C:4]([O:6]C)=O)#[C-:2].[CH2:8]([NH:10][CH2:11][CH3:12])[CH3:9]. No catalyst specified. The product is [CH2:8]([N:10]([CH2:11][CH3:12])[C:4](=[O:6])[CH2:3][N+:1]#[C-:2])[CH3:9]. The yield is 0.250.